This data is from Full USPTO retrosynthesis dataset with 1.9M reactions from patents (1976-2016). The task is: Predict the reactants needed to synthesize the given product. (1) Given the product [C:1]([NH:6][CH2:7][C:13]([OH:15])=[O:14])(=[O:5])[CH:2]=[CH2:3], predict the reactants needed to synthesize it. The reactants are: [C:1]([NH:6][C@H:7]([C:13]([OH:15])=[O:14])CCC(O)=O)(=[O:5])[C:2](C)=[CH2:3].NCC(O)=O.[OH-].[Na+].C(Cl)(=O)C=C. (2) Given the product [CH2:28]([N:16]1[CH2:17][CH:13]([C:9]2[CH:8]=[C:7]3[C:12]([C:4]([CH3:3])=[CH:5][N:6]3[CH2:19][CH2:20][CH2:21][C:22]3[CH:23]=[CH:24][CH:25]=[CH:26][CH:27]=3)=[CH:11][CH:10]=2)[CH2:14][C:15]1=[O:18])[C:29]1[CH:34]=[CH:33][CH:32]=[CH:31][CH:30]=1, predict the reactants needed to synthesize it. The reactants are: [H-].[Na+].[CH3:3][C:4]1[C:12]2[C:7](=[CH:8][C:9]([CH:13]3[CH2:17][NH:16][C:15](=[O:18])[CH2:14]3)=[CH:10][CH:11]=2)[N:6]([CH2:19][CH2:20][CH2:21][C:22]2[CH:27]=[CH:26][CH:25]=[CH:24][CH:23]=2)[CH:5]=1.[CH2:28](Br)[C:29]1[CH:34]=[CH:33][CH:32]=[CH:31][CH:30]=1.CN1C(=O)N(C)CCC1. (3) Given the product [C:33]([NH:37][S:2]([C:5]1[CH:10]=[CH:9][C:8]([NH:11][C:12]([N:20]2[CH2:19][CH2:18][C:17]3[C:22](=[C:23]([N:26]4[CH2:27][CH2:28][N:29]([CH3:32])[CH2:30][CH2:31]4)[CH:24]=[CH:25][C:16]=3[O:15][CH3:14])[CH2:21]2)=[O:13])=[CH:7][CH:6]=1)(=[O:4])=[O:3])([CH3:36])([CH3:35])[CH3:34], predict the reactants needed to synthesize it. The reactants are: Cl[S:2]([C:5]1[CH:10]=[CH:9][C:8]([N:11]=[C:12]=[O:13])=[CH:7][CH:6]=1)(=[O:4])=[O:3].[CH3:14][O:15][C:16]1[CH:25]=[CH:24][C:23]([N:26]2[CH2:31][CH2:30][N:29]([CH3:32])[CH2:28][CH2:27]2)=[C:22]2[C:17]=1[CH2:18][CH2:19][NH:20][CH2:21]2.[C:33]([NH2:37])([CH3:36])([CH3:35])[CH3:34]. (4) Given the product [Cl:2][C:3]1[CH:4]=[CH:5][C:6]([CH:9]([NH2:14])[CH2:10][CH2:11][O:12][CH3:13])=[CH:7][CH:8]=1, predict the reactants needed to synthesize it. The reactants are: Cl.[Cl:2][C:3]1[CH:8]=[CH:7][C:6]([CH:9]([NH:14]C(=O)OC(C)(C)C)[CH2:10][CH2:11][O:12][CH3:13])=[CH:5][CH:4]=1. (5) Given the product [CH:1]1([CH2:4][O:5][C:6]2[CH:11]=[CH:10][C:9]([C:25]([OH:27])=[O:26])=[C:8]([F:12])[C:7]=2[F:13])[CH2:2][CH2:3]1, predict the reactants needed to synthesize it. The reactants are: [CH:1]1([CH2:4][O:5][C:6]2[CH:11]=[CH:10][CH:9]=[C:8]([F:12])[C:7]=2[F:13])[CH2:3][CH2:2]1.CCCCCC.C([Li])CCC.[C:25](=[O:27])=[O:26].C(=O)([O-])O.[Na+]. (6) Given the product [CH3:13][CH:12]([C@H:2]1[CH2:3][N:4]([CH2:5][C:6]2[CH:11]=[CH:10][CH:9]=[CH:8][CH:7]=2)[C:16](=[O:17])[C:15](=[O:21])[NH:1]1)[CH3:14], predict the reactants needed to synthesize it. The reactants are: [NH2:1][C@@H:2]([CH:12]([CH3:14])[CH3:13])[CH2:3][NH:4][CH2:5][C:6]1[CH:11]=[CH:10][CH:9]=[CH:8][CH:7]=1.[C:15](OCC)(=[O:21])[C:16](OCC)=[O:17]. (7) Given the product [F:11][C:12]1[CH:18]=[C:17]([I:19])[CH:16]=[CH:15][C:13]=1[NH:14][C:2]1[CH2:6][S:5][CH2:4][C:3]=1[C:7]([O:9][CH3:10])=[O:8], predict the reactants needed to synthesize it. The reactants are: O=[C:2]1[CH2:6][S:5][CH2:4][CH:3]1[C:7]([O:9][CH3:10])=[O:8].[F:11][C:12]1[CH:18]=[C:17]([I:19])[CH:16]=[CH:15][C:13]=1[NH2:14].